Dataset: Full USPTO retrosynthesis dataset with 1.9M reactions from patents (1976-2016). Task: Predict the reactants needed to synthesize the given product. (1) Given the product [N:1]([CH2:4][CH2:5][O:6][CH2:7][CH2:8][O:9][CH2:10][CH2:11][O:12][CH2:13][CH2:14][O:15][CH2:16][C:17]([NH:90][C@H:56]1[CH2:57][C@H:58]([O:60][C@@H:61]2[C:66]3[C:65](=[C:70]([OH:71])[C:69]4[C:72](=[O:73])[C:74]5[C:79]([C:80](=[O:81])[C:68]=4[C:67]=3[OH:84])=[C:78]([O:82][CH3:83])[CH:77]=[CH:76][CH:75]=5)[CH2:64][C@@:63]([OH:89])([C:85](=[O:86])[CH2:87][OH:88])[CH2:62]2)[O:59][C@@H:54]([CH3:53])[C@H:55]1[OH:91])=[O:19])=[N+:2]=[N-:3], predict the reactants needed to synthesize it. The reactants are: [N:1]([CH2:4][CH2:5][O:6][CH2:7][CH2:8][O:9][CH2:10][CH2:11][O:12][CH2:13][CH2:14][O:15][CH2:16][C:17]([OH:19])=O)=[N+:2]=[N-:3].CCN(C(C)C)C(C)C.CN(C(ON1N=NC2C=CC=CC1=2)=[N+](C)C)C.F[P-](F)(F)(F)(F)F.[CH3:53][C@@H:54]1[O:59][C@@H:58]([O:60][C@@H:61]2[C:66]3=[C:67]([OH:84])[C:68]4[C:80](=[O:81])[C:79]5[C:74](=[CH:75][CH:76]=[CH:77][C:78]=5[O:82][CH3:83])[C:72](=[O:73])[C:69]=4[C:70]([OH:71])=[C:65]3[CH2:64][C@@:63]([OH:89])([C:85]([CH2:87][OH:88])=[O:86])[CH2:62]2)[CH2:57][C@H:56]([NH2:90])[C@@H:55]1[OH:91]. (2) Given the product [Br:11][C:12]1[C:21]2[C:16](=[CH:17][CH:18]=[CH:19][CH:20]=2)[C:15]([O:10][CH:9]2[CH2:8][NH:7][CH2:6][C:5]3[S:1][CH:2]=[CH:3][C:4]2=3)=[CH:14][CH:13]=1, predict the reactants needed to synthesize it. The reactants are: [S:1]1[C:5]2[CH2:6][NH:7][CH2:8][CH:9]([OH:10])[C:4]=2[CH:3]=[CH:2]1.[Br:11][C:12]1[C:21]2[C:16](=[CH:17][CH:18]=[CH:19][CH:20]=2)[C:15](F)=[CH:14][CH:13]=1. (3) Given the product [F:47][C:46]([F:49])([F:48])[C:44]([OH:50])=[O:45].[NH2:1][C:2]1[C:6]2[CH:7]=[C:8]3[C:13](=[CH:14][C:5]=2[NH:4][N:3]=1)[NH:12][C:11](=[O:15])[N:10]([C@@H:16]([C:18]1[CH:19]=[CH:20][CH:21]=[CH:22][CH:23]=1)[CH3:17])[C:9]3=[O:24], predict the reactants needed to synthesize it. The reactants are: [NH2:1][C:2]1[C:6]2[CH:7]=[C:8]3[C:13](=[CH:14][C:5]=2[N:4](C(C2C=CC=CC=2)(C2C=CC=CC=2)C2C=CC=CC=2)[N:3]=1)[NH:12][C:11](=[O:15])[N:10]([C@@H:16]([C:18]1[CH:23]=[CH:22][CH:21]=[CH:20][CH:19]=1)[CH3:17])[C:9]3=[O:24].[C:44]([OH:50])([C:46]([F:49])([F:48])[F:47])=[O:45].[SiH](CC)(CC)CC. (4) Given the product [Cl:5][C:6]1[CH:36]=[C:35]([Cl:37])[CH:34]=[CH:33][C:7]=1[O:8][CH2:9][CH2:10][S:11]([C:12]1[CH:32]=[CH:31][C:15]([O:16][C:17]2[C:26]3[C:21](=[CH:22][C:23]([O:29][CH3:30])=[C:24]([O:27][CH3:28])[CH:25]=3)[N:20]=[CH:19][CH:18]=2)=[CH:14][CH:13]=1)=[O:39], predict the reactants needed to synthesize it. The reactants are: [N+]([O-])(O)=O.[Cl:5][C:6]1[CH:36]=[C:35]([Cl:37])[CH:34]=[CH:33][C:7]=1[O:8][CH2:9][CH2:10][S:11][C:12]1[CH:32]=[CH:31][C:15]([O:16][C:17]2[C:26]3[C:21](=[CH:22][C:23]([O:29][CH3:30])=[C:24]([O:27][CH3:28])[CH:25]=3)[N:20]=[CH:19][CH:18]=2)=[CH:14][CH:13]=1.C(=O)([O-])[OH:39].[Na+]. (5) Given the product [CH2:25]([O:32][C@@H:33]1[CH2:37][CH2:36][CH2:35][C@H:34]1[NH:38][C:2]1[C:3]2[CH:24]=[CH:23][NH:22][C:4]=2[N:5]=[CH:6][C:7]=1[CH2:8][NH:9][C:10]1[C:15]([F:16])=[C:14]([O:17][CH3:18])[CH:13]=[C:12]([O:19][CH3:20])[C:11]=1[F:21])[C:26]1[CH:31]=[CH:30][CH:29]=[CH:28][CH:27]=1, predict the reactants needed to synthesize it. The reactants are: Cl[C:2]1[C:7]([CH2:8][NH:9][C:10]2[C:15]([F:16])=[C:14]([O:17][CH3:18])[CH:13]=[C:12]([O:19][CH3:20])[C:11]=2[F:21])=[CH:6][N:5]=[C:4]2[NH:22][CH:23]=[CH:24][C:3]=12.[CH2:25]([O:32][C@@H:33]1[CH2:37][CH2:36][CH2:35][C@H:34]1[NH2:38])[C:26]1[CH:31]=[CH:30][CH:29]=[CH:28][CH:27]=1.C1C=CC(P(C2C=CC3C(=CC=CC=3)C=2C2C3C(=CC=CC=3)C=CC=2P(C2C=CC=CC=2)C2C=CC=CC=2)C2C=CC=CC=2)=CC=1.C(=O)([O-])[O-].[Cs+].[Cs+].O1CCOCC1. (6) Given the product [OH:4][CH2:5][C:6]1[C:7]([N:27]2[C:39](=[O:40])[C:38]3[S:37][C:36]4[CH2:35][CH2:34][CH2:33][CH2:32][C:31]=4[C:30]=3[CH:29]=[N:28]2)=[N:8][CH:9]=[CH:10][C:11]=1[C:12]1[CH:17]=[C:16]([NH:18][C:19]2[CH:23]=[C:22]([CH3:24])[O:21][N:20]=2)[C:15](=[O:25])[N:14]([CH3:26])[CH:13]=1, predict the reactants needed to synthesize it. The reactants are: C([O:4][CH2:5][C:6]1[C:7]([N:27]2[C:39](=[O:40])[C:38]3[S:37][C:36]4[CH2:35][CH2:34][CH2:33][CH2:32][C:31]=4[C:30]=3[CH:29]=[N:28]2)=[N:8][CH:9]=[CH:10][C:11]=1[C:12]1[CH:17]=[C:16]([NH:18][C:19]2[CH:23]=[C:22]([CH3:24])[O:21][N:20]=2)[C:15](=[O:25])[N:14]([CH3:26])[CH:13]=1)(=O)C.[OH-].[Li+].